This data is from Forward reaction prediction with 1.9M reactions from USPTO patents (1976-2016). The task is: Predict the product of the given reaction. (1) Given the reactants [N:1]1([CH2:7][CH2:8][CH2:9][CH2:10][NH2:11])[CH2:6][CH2:5][CH2:4][CH2:3][CH2:2]1.[C:12]([C:14]1[C:22]2[C:17](=[CH:18][CH:19]=[C:20]([CH2:23][CH2:24][NH:25][C:26](=[O:40])[C:27]3[CH:32]=[CH:31][C:30]([C:33]4[CH:38]=[CH:37][N:36]=[C:35](Cl)[N:34]=4)=[CH:29][CH:28]=3)[CH:21]=2)[NH:16][CH:15]=1)#[N:13], predict the reaction product. The product is: [C:12]([C:14]1[C:22]2[C:17](=[CH:18][CH:19]=[C:20]([CH2:23][CH2:24][NH:25][C:26](=[O:40])[C:27]3[CH:32]=[CH:31][C:30]([C:33]4[CH:38]=[CH:37][N:36]=[C:35]([NH:11][CH2:10][CH2:9][CH2:8][CH2:7][N:1]5[CH2:6][CH2:5][CH2:4][CH2:3][CH2:2]5)[N:34]=4)=[CH:29][CH:28]=3)[CH:21]=2)[NH:16][CH:15]=1)#[N:13]. (2) Given the reactants [C:1]([O:4][C:5]1[CH:14]=[C:13]([NH2:15])[CH:12]=[CH:11][C:6]=1[C:7]([O:9][CH3:10])=[O:8])(=[O:3])[CH3:2].[Cl:16][C:17]1[S:18][C:19]([S:23](Cl)(=[O:25])=[O:24])=[CH:20][C:21]=1[Cl:22].N1C=CC=CC=1, predict the reaction product. The product is: [C:1]([O:4][C:5]1[CH:14]=[C:13]([NH:15][S:23]([C:19]2[S:18][C:17]([Cl:16])=[C:21]([Cl:22])[CH:20]=2)(=[O:25])=[O:24])[CH:12]=[CH:11][C:6]=1[C:7]([O:9][CH3:10])=[O:8])(=[O:3])[CH3:2]. (3) Given the reactants [CH2:1]([Li])[CH2:2][CH2:3][CH3:4].C[O:7][C:8]1C=CC=[C:10]([CH:11]=O)[C:9]=1O, predict the reaction product. The product is: [CH:3]([C:2]1[CH:1]=[CH:11][CH:10]=[CH:9][C:8]=1[OH:7])=[CH2:4]. (4) Given the reactants [Cl:1][C:2]1[N:3]=[CH:4][C:5]2[CH2:6][CH2:7][CH2:8][C:9](=NO)[C:10]=2[CH:11]=1.C([O-])([O-])=[O:15].[Na+].[Na+], predict the reaction product. The product is: [Cl:1][C:2]1[N:3]=[CH:4][C:5]2[CH2:6][CH2:7][CH2:8][C:9](=[O:15])[C:10]=2[CH:11]=1. (5) Given the reactants [H-].[Al+3].[Li+].[H-].[H-].[H-].[C:7]1([C:17](OCC)=[O:18])([C:12](OCC)=[O:13])[CH2:11][CH:10]=[CH:9][CH2:8]1, predict the reaction product. The product is: [C:7]1([CH2:17][OH:18])([CH2:12][OH:13])[CH2:11][CH:10]=[CH:9][CH2:8]1.